From a dataset of Catalyst prediction with 721,799 reactions and 888 catalyst types from USPTO. Predict which catalyst facilitates the given reaction. (1) Reactant: Cl.Cl.C[N:4]1[CH2:9][CH2:8][N:7]([CH2:10][C:11]2[CH:16]=[CH:15][CH:14]=[CH:13][C:12]=2[C:17](=[O:31])/[CH:18]=[CH:19]/[C:20]2[CH:25]=[CH:24][C:23](/[CH:26]=[CH:27]/[C:28]([OH:30])=O)=[CH:22][CH:21]=2)C[CH2:5]1.C1C=CC2[N:40]([OH:41])N=NC=2C=1.[CH2:42](Cl)[CH2:43]Cl.NOC1CCCCO1. Product: [OH:41][NH:40][C:28](=[O:30])/[CH:27]=[CH:26]/[C:23]1[CH:24]=[CH:25][C:20](/[CH:19]=[CH:18]/[C:17]([C:12]2[CH:13]=[CH:14][CH:15]=[CH:16][C:11]=2[CH2:10][N:7]2[CH2:43][CH2:42][N:4]([CH3:5])[CH2:9][CH2:8]2)=[O:31])=[CH:21][CH:22]=1. The catalyst class is: 3. (2) Reactant: [CH3:1][C:2]1([CH3:30])[C:10]2[C:5](=[CH:6][C:7]([NH:11][C:12]3[N:28]=[C:15]4[CH:16]=[CH:17][CH:18]=[C:19]([C:20]([CH:22]5[CH2:27][CH2:26][O:25][CH2:24][CH2:23]5)=[CH2:21])[N:14]4[N:13]=3)=[CH:8][CH:9]=2)[NH:4][C:3]1=[O:29].C[Si](C[Mg]Cl)(C)C.[Cl-].[NH4+]. Product: [CH3:30][C:2]1([CH3:1])[C:10]2[C:5](=[CH:6][C:7]([NH:11][C:12]3[N:28]=[C:15]4[CH:16]=[CH:17][CH:18]=[C:19]([CH:20]([CH:22]5[CH2:27][CH2:26][O:25][CH2:24][CH2:23]5)[CH3:21])[N:14]4[N:13]=3)=[CH:8][CH:9]=2)[NH:4][C:3]1=[O:29]. The catalyst class is: 355. (3) Reactant: Br[C:2]1[CH:3]=[N:4][N:5]([C:7]2[CH:8]=[N:9][CH:10]=[CH:11][CH:12]=2)[CH:6]=1.[F:13][C:14]([F:21])([F:20])[C:15]1[CH:19]=[CH:18][NH:17][N:16]=1.C(=O)([O-])[O-].[Cs+].[Cs+].C(=NO)C1C(=CC=CC=1)O. Product: [N:9]1[CH:10]=[CH:11][CH:12]=[C:7]([N:5]2[CH:6]=[C:2]([N:17]3[CH:18]=[CH:19][C:15]([C:14]([F:21])([F:20])[F:13])=[N:16]3)[CH:3]=[N:4]2)[CH:8]=1. The catalyst class is: 3. (4) Reactant: S(Cl)([Cl:3])=O.C(N(CC)C1C=CC=CC=1)C.[CH3:16][S:17]([C:20]1[CH:21]=[C:22]([CH:26](O)[CH3:27])[CH:23]=[CH:24][CH:25]=1)(=[O:19])=[O:18].CCOC(C)=O. Product: [Cl:3][CH:26]([C:22]1[CH:23]=[CH:24][CH:25]=[C:20]([S:17]([CH3:16])(=[O:19])=[O:18])[CH:21]=1)[CH3:27]. The catalyst class is: 11. (5) Reactant: C(NC(C)C)(C)C.CN(C)CCN(C)C.C([Li])CCC.C(N(CC)[C:24](=[O:39])[C:25]1[CH:30]=[CH:29][CH:28]=[N:27][C:26]=1[NH:31][C:32]1[CH:37]=[CH:36][CH:35]=[CH:34][C:33]=1[CH3:38])C. Product: [N:27]1[C:26]2[NH:31][C:32]3[CH:37]=[CH:36][CH:35]=[CH:34][C:33]=3[CH2:38][C:24](=[O:39])[C:25]=2[CH:30]=[CH:29][CH:28]=1. The catalyst class is: 1. (6) Reactant: [NH2:1][C:2]1[CH:3]=[CH:4][CH:5]=[C:6]2[C:11]=1[CH2:10][N:9]([CH2:12][C:13]([NH:15][CH2:16][CH2:17][CH2:18][CH:19]([C:26]1[CH:31]=[CH:30][CH:29]=[CH:28][CH:27]=1)[C:20]1[CH:25]=[CH:24][CH:23]=[CH:22][CH:21]=1)=[O:14])[CH2:8][CH2:7]2.[C:32](Cl)(=[O:34])[CH3:33]. Product: [C:32]([NH:1][C:2]1[CH:3]=[CH:4][CH:5]=[C:6]2[C:11]=1[CH2:10][N:9]([CH2:12][C:13]([NH:15][CH2:16][CH2:17][CH2:18][CH:19]([C:20]1[CH:25]=[CH:24][CH:23]=[CH:22][CH:21]=1)[C:26]1[CH:27]=[CH:28][CH:29]=[CH:30][CH:31]=1)=[O:14])[CH2:8][CH2:7]2)(=[O:34])[CH3:33]. The catalyst class is: 2. (7) Reactant: [F:1][C:2]1[CH:7]=[CH:6][C:5]([C:8]2[CH:9]=[CH:10][C:11]3[N:17]=[C:16]([C:18]4[CH:23]=[CH:22][CH:21]=[C:20]([N+:24]([O-])=O)[CH:19]=4)[CH2:15][C:14](=[O:27])[NH:13][C:12]=3[CH:28]=2)=[CH:4][CH:3]=1. Product: [NH2:24][C:20]1[CH:19]=[C:18]([C:16]2[CH2:15][C:14](=[O:27])[NH:13][C:12]3[CH:28]=[C:8]([C:5]4[CH:4]=[CH:3][C:2]([F:1])=[CH:7][CH:6]=4)[CH:9]=[CH:10][C:11]=3[N:17]=2)[CH:23]=[CH:22][CH:21]=1. The catalyst class is: 181.